Predict the product of the given reaction. From a dataset of Forward reaction prediction with 1.9M reactions from USPTO patents (1976-2016). (1) Given the reactants [C:1]([O:5][C:6](=[O:24])[NH:7][C:8]1[CH:13]=[C:12]([NH:14][CH2:15][CH:16]([CH3:18])[CH3:17])[C:11]([C:19]([F:22])([F:21])[F:20])=[CH:10][C:9]=1[NH2:23])([CH3:4])([CH3:3])[CH3:2].C([O:29][C:30](=O)[CH2:31][C:32]([C:34]1[CH:39]=[CH:38][CH:37]=[C:36]([N:40]2[CH:44]=[CH:43][N:42]=[CH:41]2)[CH:35]=1)=[O:33])(C)(C)C, predict the reaction product. The product is: [C:1]([O:5][C:6](=[O:24])[NH:7][C:8]1[CH:13]=[C:12]([NH:14][CH2:15][CH:16]([CH3:17])[CH3:18])[C:11]([C:19]([F:22])([F:21])[F:20])=[CH:10][C:9]=1[NH:23][C:30](=[O:29])[CH2:31][C:32]([C:34]1[CH:39]=[CH:38][CH:37]=[C:36]([N:40]2[CH:44]=[CH:43][N:42]=[CH:41]2)[CH:35]=1)=[O:33])([CH3:3])([CH3:4])[CH3:2]. (2) The product is: [CH3:19][C:18]1[C:13]2[CH:12]=[CH:11][N:10]([C@H:9]3[C@H:4]([OH:3])[C@H:5]([OH:6])[C@H:7]([C:20]4[CH:21]=[CH:22][CH:23]=[CH:24][CH:25]=4)[O:8]3)[C:14]=2[N:15]=[CH:16][N:17]=1. Given the reactants CC1(C)[O:6][C@@H:5]2[C@H:7]([C:20]3[CH:25]=[CH:24][CH:23]=[CH:22][CH:21]=3)[O:8][C@@H:9]([N:10]3[C:14]4[N:15]=[CH:16][N:17]=[C:18]([CH3:19])[C:13]=4[CH:12]=[CH:11]3)[C@@H:4]2[O:3]1.O, predict the reaction product.